Predict the reaction yield, written as a fraction of the theoretical maximum amount of product (1.0 means a 100% yield; for example, 0.34 means a 34% yield). From a dataset of Reaction yield outcomes from USPTO patents with 853,638 reactions. (1) The reactants are [C:1]([O:5][C:6]([N:8]1[CH2:11][C:10](=[CH:12][C:13]2[S:21][C:20]3[C:19]([N:22]4[CH2:27][CH2:26][O:25][CH2:24][CH2:23]4)=[N:18][C:17]([N:28]4[C:32]5[CH:33]=[CH:34][CH:35]=[CH:36][C:31]=5[N:30]=[C:29]4[CH2:37][CH3:38])=[N:16][C:15]=3[CH:14]=2)[CH2:9]1)=[O:7])([CH3:4])([CH3:3])[CH3:2]. The yield is 0.530. The product is [C:1]([O:5][C:6]([N:8]1[CH2:9][CH:10]([CH2:12][C:13]2[S:21][C:20]3[C:19]([N:22]4[CH2:23][CH2:24][O:25][CH2:26][CH2:27]4)=[N:18][C:17]([N:28]4[C:32]5[CH:33]=[CH:34][CH:35]=[CH:36][C:31]=5[N:30]=[C:29]4[CH2:37][CH3:38])=[N:16][C:15]=3[CH:14]=2)[CH2:11]1)=[O:7])([CH3:4])([CH3:3])[CH3:2]. The catalyst is CCO.[Pd]. (2) The yield is 0.950. The product is [CH3:1][C:2]1[CH:10]=[CH:9][CH:8]=[C:7]([CH:11]=[CH2:12])[C:3]=1[C:4]([Cl:15])=[O:5]. The reactants are [CH3:1][C:2]1[CH:10]=[CH:9][CH:8]=[C:7]([CH:11]=[CH2:12])[C:3]=1[C:4](O)=[O:5].S(Cl)([Cl:15])=O. The catalyst is C1(C)C=CC=CC=1. (3) The reactants are [CH2:1]([O:3][C:4]([C:6]1[NH:7][C:8]([CH3:21])=[C:9]([C:12]2[CH:17]=[CH:16][C:15]([C:18]([OH:20])=O)=[CH:14][CH:13]=2)[C:10]=1[CH3:11])=[O:5])[CH3:2].C(Cl)(=O)C(Cl)=O.[CH3:28][O:29][C:30]1[CH:37]=[CH:36][CH:35]=[CH:34][C:31]=1[CH2:32][NH2:33].C(=O)(O)[O-].[Na+]. The catalyst is CN(C=O)C.C(Cl)Cl. The product is [CH2:1]([O:3][C:4]([C:6]1[NH:7][C:8]([CH3:21])=[C:9]([C:12]2[CH:13]=[CH:14][C:15]([C:18](=[O:20])[NH:33][CH2:32][C:31]3[CH:34]=[CH:35][CH:36]=[CH:37][C:30]=3[O:29][CH3:28])=[CH:16][CH:17]=2)[C:10]=1[CH3:11])=[O:5])[CH3:2]. The yield is 0.150. (4) The reactants are C([O:4][CH2:5][C:6]1[C:14]([CH2:15][C@@H:16]([CH2:22][C:23]([O:25][CH2:26]C)=[O:24])[C:17]([O:19][CH2:20]C)=[O:18])=[CH:13][C:12]([Cl:28])=[C:11]2[C:7]=1[C:8]([Cl:29])=[N:9][NH:10]2)(=O)C.C[O-].[Mg+2].C[O-]. The catalyst is CO. The product is [Cl:29][C:8]1[C:7]2[C:11](=[C:12]([Cl:28])[CH:13]=[C:14]([CH2:15][C@@H:16]([CH2:22][C:23]([O:25][CH3:26])=[O:24])[C:17]([O:19][CH3:20])=[O:18])[C:6]=2[CH2:5][OH:4])[NH:10][N:9]=1. The yield is 0.910. (5) The reactants are [CH:1]1([C:4]2[N:9]=[C:8]([N:10]3[CH2:15][CH2:14][N:13]([CH2:16][CH2:17][CH2:18][CH:19]=[CH:20][C:21]4[N:30]=[C:29]5[C:24]([CH2:25][CH2:26][C:27](=[O:31])[NH:28]5)=[CH:23][CH:22]=4)[CH2:12][CH2:11]3)[CH:7]=[CH:6][CH:5]=2)[CH2:3][CH2:2]1. The catalyst is C1COCC1.[Pd]. The product is [CH:1]1([C:4]2[N:9]=[C:8]([N:10]3[CH2:15][CH2:14][N:13]([CH2:16][CH2:17][CH2:18][CH2:19][CH2:20][C:21]4[N:30]=[C:29]5[C:24]([CH2:25][CH2:26][C:27](=[O:31])[NH:28]5)=[CH:23][CH:22]=4)[CH2:12][CH2:11]3)[CH:7]=[CH:6][CH:5]=2)[CH2:2][CH2:3]1. The yield is 0.830. (6) The reactants are Br[C:2]1[CH:7]=[N:6][C:5]([CH2:8][C:9]2[CH:10]=[N:11][C:12]([O:22][CH3:23])=[C:13]([C:15]3[CH:20]=[CH:19][CH:18]=[C:17]([Cl:21])[CH:16]=3)[CH:14]=2)=[CH:4][N:3]=1.[NH2:24][CH2:25][CH2:26][OH:27]. The catalyst is O1CCOCC1.C(O)CCC. The product is [Cl:21][C:17]1[CH:16]=[C:15]([C:13]2[CH:14]=[C:9]([CH2:8][C:5]3[N:6]=[CH:7][C:2]([NH:24][CH2:25][CH2:26][OH:27])=[N:3][CH:4]=3)[CH:10]=[N:11][C:12]=2[O:22][CH3:23])[CH:20]=[CH:19][CH:18]=1. The yield is 0.470. (7) The reactants are [OH:1][C:2]1[C:3]([CH3:11])=[C:4]([CH:8]=[CH:9][CH:10]=1)[C:5](O)=[O:6].[CH3:12][NH:13][CH3:14]. No catalyst specified. The product is [OH:1][C:2]1[C:3]([CH3:11])=[C:4]([CH:8]=[CH:9][CH:10]=1)[C:5]([N:13]([CH3:14])[CH3:12])=[O:6]. The yield is 0.420.